From a dataset of Peptide-MHC class I binding affinity with 185,985 pairs from IEDB/IMGT. Regression. Given a peptide amino acid sequence and an MHC pseudo amino acid sequence, predict their binding affinity value. This is MHC class I binding data. The peptide sequence is DHLKEKSSL. The MHC is HLA-B51:01 with pseudo-sequence HLA-B51:01. The binding affinity (normalized) is 0.0847.